Dataset: Reaction yield outcomes from USPTO patents with 853,638 reactions. Task: Predict the reaction yield, written as a fraction of the theoretical maximum amount of product (1.0 means a 100% yield; for example, 0.34 means a 34% yield). (1) The reactants are [NH2:1][C@@H:2]1[CH2:7][CH2:6][N:5]([C:8]([O:10][C:11]([CH3:14])([CH3:13])[CH3:12])=[O:9])[CH2:4][C@@H:3]1[O:15][CH3:16].[Cl:17][C:18]1[N:19]=[C:20]([C:25](O)=[O:26])[NH:21][C:22]=1[CH2:23][CH3:24].CCN=C=NCCCN(C)C.Cl.C1C=CC2N(O)N=NC=2C=1. No catalyst specified. The product is [Cl:17][C:18]1[N:19]=[C:20]([C:25]([NH:1][C@@H:2]2[CH2:7][CH2:6][N:5]([C:8]([O:10][C:11]([CH3:12])([CH3:13])[CH3:14])=[O:9])[CH2:4][C@@H:3]2[O:15][CH3:16])=[O:26])[NH:21][C:22]=1[CH2:23][CH3:24]. The yield is 0.720. (2) The reactants are [OH:1][CH2:2][C:3]1([CH2:16][OH:17])[C:15]2[CH:14]=[CH:13][CH:12]=[CH:11][C:10]=2[C:9]2[C:4]1=[CH:5][CH:6]=[CH:7][CH:8]=2.[C:18]([OH:22])(=O)[CH:19]=[CH2:20].[C:23]1([CH3:29])C=CC=C[CH:24]=1.S(=O)(=O)(O)[OH:31]. The catalyst is O. The product is [C:29]([O:1][CH2:2][C:3]1([CH2:16][O:17][C:18](=[O:22])[CH:19]=[CH2:20])[C:15]2[CH:14]=[CH:13][CH:12]=[CH:11][C:10]=2[C:9]2[C:4]1=[CH:5][CH:6]=[CH:7][CH:8]=2)(=[O:31])[CH:23]=[CH2:24]. The yield is 0.350. (3) The reactants are [OH:1][C:2]1[CH:9]=[CH:8][CH:7]=[C:6]([OH:10])[C:3]=1[CH:4]=[O:5].C([O-])([O-])=O.[Cs+].[Cs+].Cl.Cl[CH2:19][C:20]1[C:21]([C:26]2[N:30]([CH:31]([CH3:33])[CH3:32])[N:29]=[CH:28][CH:27]=2)=[N:22][CH:23]=[CH:24][CH:25]=1. The catalyst is CN(C=O)C. The product is [OH:1][C:2]1[CH:9]=[CH:8][CH:7]=[C:6]([O:10][CH2:19][C:20]2[C:21]([C:26]3[N:30]([CH:31]([CH3:33])[CH3:32])[N:29]=[CH:28][CH:27]=3)=[N:22][CH:23]=[CH:24][CH:25]=2)[C:3]=1[CH:4]=[O:5]. The yield is 0.370. (4) The reactants are [N:1]1([C:9]2[CH:14]=[CH:13][C:12]([C:15]3[CH:20]=[CH:19][C:18]([N:21]4[C:26](=[O:27])[CH:25]=[CH:24][CH:23]=[N:22]4)=[CH:17][CH:16]=3)=[CH:11][CH:10]=2)[CH2:5][CH2:4][C@@H:3]2[CH2:6][NH:7][CH2:8][C@H:2]12.C=O.[C:30](O[BH-](OC(=O)C)OC(=O)C)(=O)C.[Na+].Cl.[OH-].[Na+]. The catalyst is CC(N(C)C)=O. The product is [CH3:30][N:7]1[CH2:6][C@@H:3]2[C@@H:2]([N:1]([C:9]3[CH:14]=[CH:13][C:12]([C:15]4[CH:20]=[CH:19][C:18]([N:21]5[C:26](=[O:27])[CH:25]=[CH:24][CH:23]=[N:22]5)=[CH:17][CH:16]=4)=[CH:11][CH:10]=3)[CH2:5][CH2:4]2)[CH2:8]1. The yield is 0.889. (5) The reactants are CC(C)=[O:3].OS(O)(=O)=O.O=[Cr](=O)=O.[Br:14][C:15]1[C:16]([Cl:27])=[CH:17][C:18]([O:25][CH3:26])=[C:19]([CH2:21][CH2:22][CH:23]=[O:24])[CH:20]=1. The catalyst is CC(C)=O. The product is [Br:14][C:15]1[C:16]([Cl:27])=[CH:17][C:18]([O:25][CH3:26])=[C:19]([CH2:21][CH2:22][C:23]([OH:3])=[O:24])[CH:20]=1. The yield is 0.380. (6) The reactants are [CH:1]([NH:4][C:5]1[N:10]=[C:9]2[CH:11]=[N:12][CH:13]=[CH:14][C:8]2=[N:7][C:6]=1[N:15]1[CH2:20][CH2:19][N:18]([C:21]([O:23][C:24]([CH3:27])([CH3:26])[CH3:25])=[O:22])[CH2:17][CH2:16]1)([CH3:3])[CH3:2].[C:28](OC(=O)C)(=[O:30])[CH3:29]. The catalyst is CC(C)=O.O1CCOCC1.[Pd]. The product is [C:28]([N:12]1[CH2:13][CH2:14][C:8]2[C:9](=[N:10][C:5]([NH:4][CH:1]([CH3:3])[CH3:2])=[C:6]([N:15]3[CH2:20][CH2:19][N:18]([C:21]([O:23][C:24]([CH3:25])([CH3:27])[CH3:26])=[O:22])[CH2:17][CH2:16]3)[N:7]=2)[CH2:11]1)(=[O:30])[CH3:29]. The yield is 0.475.